The task is: Predict the product of the given reaction.. This data is from Forward reaction prediction with 1.9M reactions from USPTO patents (1976-2016). (1) Given the reactants C(O[C:4]([C:6]1[C:7]([OH:21])=[C:8]2[C:14]([C:15]3[CH:20]=[CH:19][CH:18]=[CH:17][CH:16]=3)=[N:13][S:12][C:9]2=[CH:10][N:11]=1)=[O:5])C.[NH2:22][CH2:23][C:24]([OH:26])=[O:25], predict the reaction product. The product is: [OH:21][C:7]1[C:6]([C:4]([NH:22][CH2:23][C:24]([OH:26])=[O:25])=[O:5])=[N:11][CH:10]=[C:9]2[S:12][N:13]=[C:14]([C:15]3[CH:16]=[CH:17][CH:18]=[CH:19][CH:20]=3)[C:8]=12. (2) Given the reactants Br[CH2:2][CH2:3][CH2:4][CH3:5].[CH2:6]1[O:10][C:9]2[CH:11]=[C:12]([OH:15])[CH:13]=[CH:14][C:8]=2[O:7]1, predict the reaction product. The product is: [CH2:2]([O:15][C:12]1[CH:13]=[CH:14][C:8]2[O:7][CH2:6][O:10][C:9]=2[CH:11]=1)[CH2:3][CH2:4][CH3:5]. (3) Given the reactants [Br:1][C:2]1[CH:7]=[CH:6][C:5]([CH:8]2[N:12]([C:13]3[CH:18]=[CH:17][C:16]([C:19]([CH3:22])([CH3:21])[CH3:20])=[CH:15][CH:14]=3)[CH:11]([C:23]3[CH:40]=[CH:39][C:26]([NH:27][CH2:28][C:29]4[CH:34]=[CH:33][C:32]([O:35][CH3:36])=[CH:31][C:30]=4[O:37][CH3:38])=[C:25]([N+:41]([O-])=O)[CH:24]=3)[CH2:10][CH2:9]2)=[CH:4][CH:3]=1.CCO.CCOC(C)=O, predict the reaction product. The product is: [Br:1][C:2]1[CH:7]=[CH:6][C:5]([CH:8]2[N:12]([C:13]3[CH:14]=[CH:15][C:16]([C:19]([CH3:22])([CH3:21])[CH3:20])=[CH:17][CH:18]=3)[CH:11]([C:23]3[CH:24]=[C:25]([NH2:41])[C:26]([NH:27][CH2:28][C:29]4[CH:34]=[CH:33][C:32]([O:35][CH3:36])=[CH:31][C:30]=4[O:37][CH3:38])=[CH:39][CH:40]=3)[CH2:10][CH2:9]2)=[CH:4][CH:3]=1. (4) Given the reactants [NH2:1][CH2:2][CH2:3][CH2:4][NH:5][C:6]1[CH:11]=[C:10]([C:12]2[CH:17]=[CH:16][CH:15]=[C:14]([CH3:18])[C:13]=2[CH3:19])[N:9]=[C:8]([NH2:20])[N:7]=1.CCN(CC)CC.[Br:28][C:29]1[CH:30]=[C:31]([CH:35]=[CH:36][CH:37]=1)[C:32](Cl)=[O:33], predict the reaction product. The product is: [NH2:20][C:8]1[N:7]=[C:6]([NH:5][CH2:4][CH2:3][CH2:2][NH:1][C:32](=[O:33])[C:31]2[CH:35]=[CH:36][CH:37]=[C:29]([Br:28])[CH:30]=2)[CH:11]=[C:10]([C:12]2[CH:17]=[CH:16][CH:15]=[C:14]([CH3:18])[C:13]=2[CH3:19])[N:9]=1. (5) Given the reactants [CH2:1]([CH:3]([C:6]1[S:10][C:9]([NH:11][C:12](=[O:18])[C@@H:13]([NH2:17])[CH2:14][CH2:15][CH3:16])=[N:8][CH:7]=1)[CH2:4][CH3:5])[CH3:2].[CH3:19][CH2:20][C:21](=O)[CH2:22][CH3:23].C(O[BH-](OC(=O)C)OC(=O)C)(=O)C.[Na+], predict the reaction product. The product is: [CH2:1]([CH:3]([C:6]1[S:10][C:9]([NH:11][C:12](=[O:18])[C@@H:13]([NH:17][CH:21]([CH2:22][CH3:23])[CH2:20][CH3:19])[CH2:14][CH2:15][CH3:16])=[N:8][CH:7]=1)[CH2:4][CH3:5])[CH3:2]. (6) The product is: [Cl:1][C:2]1[CH:3]=[CH:4][C:5]([CH2:6][N:7]([CH2:28][CH3:29])[C:8](=[O:27])[CH2:9][O:10][C:11]2[CH:16]=[CH:15][C:14]([CH2:17][C@H:18]([O:24][CH2:25][CH3:26])[C:19]([OH:21])=[O:20])=[CH:13][CH:12]=2)=[CH:30][CH:31]=1. Given the reactants [Cl:1][C:2]1[CH:31]=[CH:30][C:5]([CH2:6][N:7]([CH2:28][CH3:29])[C:8](=[O:27])[CH2:9][O:10][C:11]2[CH:16]=[CH:15][C:14]([CH2:17][C@H:18]([O:24][CH2:25][CH3:26])[C:19]([O:21]CC)=[O:20])=[CH:13][CH:12]=2)=[CH:4][CH:3]=1.[Li+].[OH-].Cl, predict the reaction product.